The task is: Regression. Given two drug SMILES strings and cell line genomic features, predict the synergy score measuring deviation from expected non-interaction effect.. This data is from NCI-60 drug combinations with 297,098 pairs across 59 cell lines. Drug 1: CC12CCC(CC1=CCC3C2CCC4(C3CC=C4C5=CN=CC=C5)C)O. Drug 2: C(CC(=O)O)C(=O)CN.Cl. Cell line: SNB-75. Synergy scores: CSS=4.41, Synergy_ZIP=-2.22, Synergy_Bliss=-2.02, Synergy_Loewe=-1.63, Synergy_HSA=-2.22.